Dataset: Forward reaction prediction with 1.9M reactions from USPTO patents (1976-2016). Task: Predict the product of the given reaction. (1) Given the reactants [Br:1][C:2]1[C:3]([OH:16])=[C:4]([CH3:15])[C:5]2[C:10]([CH:11]=1)=[C:9]([CH3:12])[C:8]([OH:13])=[C:7]([Br:14])[CH:6]=2.N1C=CC=CC=1.[F:23][C:24]([F:37])([F:36])[S:25](O[S:25]([C:24]([F:37])([F:36])[F:23])(=[O:27])=[O:26])(=[O:27])=[O:26].Cl, predict the reaction product. The product is: [F:23][C:24]([F:37])([F:36])[S:25]([O:16][C:3]1[C:2]([Br:1])=[CH:11][C:10]2[C:5](=[CH:6][C:7]([Br:14])=[C:8]([O:13][S:25]([C:24]([F:23])([F:36])[F:37])(=[O:26])=[O:27])[C:9]=2[CH3:12])[C:4]=1[CH3:15])(=[O:27])=[O:26]. (2) Given the reactants [CH3:1][O:2][N:3]([CH3:18])[C:4]([C:6]1[S:7][C:8](I)=[C:9]2[CH2:14][C:13]([CH3:16])([CH3:15])[CH2:12][CH2:11][C:10]=12)=[O:5].[F-:19].[K+].Cl[C:22]([F:28])([F:27])C(OC)=O, predict the reaction product. The product is: [CH3:1][O:2][N:3]([CH3:18])[C:4]([C:6]1[S:7][C:8]([C:22]([F:28])([F:19])[F:27])=[C:9]2[CH2:14][C:13]([CH3:16])([CH3:15])[CH2:12][CH2:11][C:10]=12)=[O:5]. (3) Given the reactants [CH2:1]([C:5]12[CH2:17][CH:16]([CH3:18])[C:15](=[O:19])[C:14]([CH3:20])=[C:13]1[C:12]1[C:7](=[CH:8][C:9]([O:21][CH2:22][O:23][CH3:24])=[CH:10][CH:11]=1)[CH2:6]2)[CH2:2][CH2:3][CH3:4].[Li+].[CH3:26][CH:27]([N-]C(C)C)C.I[CH2:34]CC, predict the reaction product. The product is: [CH2:1]([C:5]12[CH2:17][C:16]([CH3:34])([CH2:18][CH2:26][CH3:27])[C:15](=[O:19])[C:14]([CH3:20])=[C:13]1[C:12]1[C:7](=[CH:8][C:9]([O:21][CH2:22][O:23][CH3:24])=[CH:10][CH:11]=1)[CH2:6]2)[CH2:2][CH2:3][CH3:4]. (4) Given the reactants O=[C:2]1[CH2:7][CH2:6][N:5]([C:8]([O:10][CH2:11][C:12]2[CH:17]=[CH:16][CH:15]=[CH:14][CH:13]=2)=[O:9])[CH2:4][CH2:3]1.[NH2:18][CH2:19][CH2:20][OH:21].C(O[BH-](OC(=O)C)OC(=O)C)(=O)C.[Na+].[OH-].[Na+], predict the reaction product. The product is: [OH:21][CH2:20][CH2:19][NH:18][CH:2]1[CH2:7][CH2:6][N:5]([C:8]([O:10][CH2:11][C:12]2[CH:17]=[CH:16][CH:15]=[CH:14][CH:13]=2)=[O:9])[CH2:4][CH2:3]1. (5) Given the reactants ON1C(=O)CCC1=O.[C:9]([O:22][CH:23]([C:25]1[C:37]([N+:38]([O-:40])=[O:39])=[CH:36][C:28]([O:29][CH2:30][CH2:31][CH2:32][C:33](O)=[O:34])=[C:27]([O:41][CH3:42])[CH:26]=1)[CH3:24])(=[O:21])[CH2:10][CH2:11][CH2:12][CH2:13][CH2:14][CH2:15][CH2:16][CH2:17][CH2:18][CH2:19][CH3:20].C1CCC(N=C=NC2CCCCC2)CC1.[NH2:58][O:59][CH2:60][CH2:61][O:62][CH2:63][CH2:64][O:65][CH2:66][CH2:67][O:68][CH2:69][CH2:70][NH2:71], predict the reaction product. The product is: [C:9]([O:22][CH:23]([C:25]1[CH:26]=[C:27]([O:41][CH3:42])[C:28]([O:29][CH2:30][CH2:31][CH2:32][C:33](=[O:34])[NH:71][CH2:70][CH2:69][O:68][CH2:67][CH2:66][O:65][CH2:64][CH2:63][O:62][CH2:61][CH2:60][O:59][NH2:58])=[CH:36][C:37]=1[N+:38]([O-:40])=[O:39])[CH3:24])(=[O:21])[CH2:10][CH2:11][CH2:12][CH2:13][CH2:14][CH2:15][CH2:16][CH2:17][CH2:18][CH2:19][CH3:20]. (6) Given the reactants [C:1]([O:5][C:6]([N:8]1[CH2:13][CH2:12][C@@H:11]([C:14]2[CH:19]=[CH:18][C:17]([C:20]3[CH:25]=[CH:24][CH:23]=[CH:22][CH:21]=3)=[CH:16][CH:15]=2)[C@H:10](C(O)=O)[CH2:9]1)=[O:7])([CH3:4])([CH3:3])[CH3:2].C1(C)C=CC=CC=1.C1C=CC(P([N:50]=[N+]=[N-])(C2C=CC=CC=2)=O)=CC=1.[OH-].[Na+], predict the reaction product. The product is: [C:1]([O:5][C:6]([N:8]1[CH2:13][CH2:12][C@@H:11]([C:14]2[CH:19]=[CH:18][C:17]([C:20]3[CH:25]=[CH:24][CH:23]=[CH:22][CH:21]=3)=[CH:16][CH:15]=2)[C@H:10]([NH2:50])[CH2:9]1)=[O:7])([CH3:4])([CH3:3])[CH3:2].